From a dataset of Full USPTO retrosynthesis dataset with 1.9M reactions from patents (1976-2016). Predict the reactants needed to synthesize the given product. (1) Given the product [CH3:1][O:2][C:3]1[CH:4]=[C:5]([CH2:23][C:24]([OH:26])=[O:25])[CH:6]=[CH:7][C:8]=1[N:9]([C:5]1[CH:4]=[CH:3][CH:8]=[CH:7][C:31]=1[C:33]([F:36])([F:35])[F:34])[C:10]([NH2:12])=[O:11], predict the reactants needed to synthesize it. The reactants are: [CH3:1][O:2][C:3]1[CH:4]=[C:5]([CH2:23][C:24]([O:26]C(C)(C)C)=[O:25])[CH:6]=[CH:7][C:8]=1[NH:9][C:10]([NH:12]C1C=CC=CC=1C(F)(F)F)=[O:11].[C:31](O)([C:33]([F:36])([F:35])[F:34])=O. (2) Given the product [CH2:21]([O:1][C:2]1[CH:9]=[C:8]([O:10][CH2:11][CH2:12][O:13][CH3:14])[CH:7]=[CH:6][C:3]=1[CH:4]=[O:5])[C:22]1[CH:27]=[CH:26][CH:25]=[CH:24][CH:23]=1, predict the reactants needed to synthesize it. The reactants are: [OH:1][C:2]1[CH:9]=[C:8]([O:10][CH2:11][CH2:12][O:13][CH3:14])[CH:7]=[CH:6][C:3]=1[CH:4]=[O:5].C(=O)([O-])[O-].[K+].[K+].[CH2:21](Br)[C:22]1[CH:27]=[CH:26][CH:25]=[CH:24][CH:23]=1.O. (3) Given the product [OH:1][C:2]1[C:7]([C:8]([NH:18][CH:19]([C:29]2[CH:34]=[CH:33][C:32]([O:35][CH3:36])=[CH:31][CH:30]=2)[C:20]2[CH:25]=[CH:24][C:23]([PH:26](=[O:27])[OH:28])=[CH:22][CH:21]=2)=[O:10])=[CH:6][N:5]=[C:4]([C:11]2[N:12]=[N:13][CH:14]=[CH:15][CH:16]=2)[N:3]=1, predict the reactants needed to synthesize it. The reactants are: [OH:1][C:2]1[C:7]([C:8]([OH:10])=O)=[CH:6][N:5]=[C:4]([C:11]2[N:12]=[N:13][CH:14]=[CH:15][CH:16]=2)[N:3]=1.Cl.[NH2:18][CH:19]([C:29]1[CH:34]=[CH:33][C:32]([O:35][CH3:36])=[CH:31][CH:30]=1)[C:20]1[CH:25]=[CH:24][C:23]([PH:26](=[O:28])[OH:27])=[CH:22][CH:21]=1.